Dataset: Catalyst prediction with 721,799 reactions and 888 catalyst types from USPTO. Task: Predict which catalyst facilitates the given reaction. (1) Reactant: [NH2:1][C:2]1[N:7]=[C:6]([O:8]C)[C:5]([C:10]([NH:12][CH2:13][CH:14]2[CH2:19][CH2:18][N:17]([CH:20]([CH2:24][CH2:25][CH2:26][CH3:27])[C:21](O)=[O:22])[CH2:16][CH2:15]2)=[O:11])=[CH:4][C:3]=1[Cl:28].[C:29](P(=O)(OCC)OCC)#[N:30].Cl.CNC.C(N(CC)C(C)C)(C)C. Product: [NH2:1][C:2]1[NH:7][C:6](=[O:8])[C:5]([C:10]([NH:12][CH2:13][CH:14]2[CH2:19][CH2:18][N:17]([CH:20]([C:21]([NH:30][CH3:29])=[O:22])[CH2:24][CH2:25][CH2:26][CH3:27])[CH2:16][CH2:15]2)=[O:11])=[CH:4][C:3]=1[Cl:28]. The catalyst class is: 9. (2) Reactant: [N+:1]([CH:4]([CH2:18][CH2:19][CH2:20][CH2:21][CH2:22][CH3:23])[C:5](=O)[CH2:6][CH2:7][CH2:8][CH2:9][CH2:10][C:11]1[CH:16]=[CH:15][CH:14]=[CH:13][CH:12]=1)([O-])=O.Cl.[N:25]#[C:26][NH2:27]. Product: [CH2:18]([C:4]1[NH:1][C:26]([NH2:27])=[N:25][C:5]=1[CH2:6][CH2:7][CH2:8][CH2:9][CH2:10][C:11]1[CH:16]=[CH:15][CH:14]=[CH:13][CH:12]=1)[CH2:19][CH2:20][CH2:21][CH2:22][CH3:23]. The catalyst class is: 45. (3) Reactant: [C@@H:1]12[CH2:7][C@@H:4]([CH:5]=[CH:6]1)[C:3](=[O:8])[NH:2]2.[O-]P([O-])([O-])=O.[K+].[K+].[K+].I[C:18]1[CH:27]=[CH:26][C:21]([C:22]([O:24][CH3:25])=[O:23])=[C:20]([O:28][CH3:29])[CH:19]=1.CNCCNC. Product: [CH3:29][O:28][C:20]1[CH:19]=[C:18]([N:2]2[C:3](=[O:8])[C@H:4]3[CH2:7][C@@H:1]2[CH:6]=[CH:5]3)[CH:27]=[CH:26][C:21]=1[C:22]([O:24][CH3:25])=[O:23]. The catalyst class is: 205. (4) Reactant: [Cl:1][CH2:2][CH2:3][C@@H:4]([C:6]1[CH:11]=[CH:10][CH:9]=[CH:8][CH:7]=1)[OH:5].O[C:13]1[C:18]2[S:19][CH:20]=[CH:21][C:17]=2[CH:16]=[CH:15][CH:14]=1. Product: [Cl:1][CH2:2][CH2:3][C@@H:4]([O:5][C:13]1[C:18]2[S:19][CH:20]=[CH:21][C:17]=2[CH:16]=[CH:15][CH:14]=1)[C:6]1[CH:11]=[CH:10][CH:9]=[CH:8][CH:7]=1. The catalyst class is: 1. (5) Reactant: B(F)(F)F.CCOCC.[CH:10]([C:12]1[CH:20]=[CH:19][C:15]([C:16]([OH:18])=[O:17])=[CH:14][CH:13]=1)=O.[CH2:21]([C:23]([CH2:28][CH3:29])([CH2:26][OH:27])[CH2:24][OH:25])[CH3:22]. Product: [CH2:21]([C:23]1([CH2:28][CH3:29])[CH2:26][O:27][CH:10]([C:12]2[CH:20]=[CH:19][C:15]([C:16]([OH:18])=[O:17])=[CH:14][CH:13]=2)[O:25][CH2:24]1)[CH3:22]. The catalyst class is: 2. (6) Reactant: [Br:1]Br.[CH3:3][C:4]1[CH:10]=[CH:9][CH:8]=[C:7]([CH3:11])[C:5]=1[NH2:6]. Product: [Br:1][C:9]1[CH:8]=[C:7]([CH3:11])[C:5]([NH2:6])=[C:4]([CH3:3])[CH:10]=1. The catalyst class is: 15. (7) Reactant: CN1C2C=CC([C:15]3[CH:16]=[CH:17][C:18]4[N:19]([CH2:42][CH:43]=[CH2:44])[C:20]5[C:25]([C:26]=4[CH:27]=3)=[CH:24][C:23](C3C=CC4N(C)C6C(C=4C=3)=CC=CC=6)=[CH:22][CH:21]=5)=CC=2C2C1=CC=CC=2.C1COCC1.[Cl:50][SiH:51]([Cl:53])[Cl:52]. Product: [Cl:50][Si:51]([Cl:53])([Cl:52])[CH2:44][CH2:43][CH2:42][N:19]1[C:20]2[CH:21]=[CH:22][CH:23]=[CH:24][C:25]=2[C:26]2[C:18]1=[CH:17][CH:16]=[CH:15][CH:27]=2. The catalyst class is: 11. (8) Reactant: FC(F)(F)C(O)=O.[CH3:8][O:9][C:10]1[CH:11]=[C:12]2[C:17](=[CH:18][C:19]=1[O:20][CH3:21])[N:16]=[CH:15][N:14]=[C:13]2[N:22]1[CH2:26][CH2:25][CH:24]([NH2:27])[CH2:23]1.C(N(CC)CC)C.[CH:35]([C:38]1[CH:43]=[CH:42][C:41]([N:44]=[C:45]=[O:46])=[CH:40][CH:39]=1)([CH3:37])[CH3:36]. Product: [CH3:8][O:9][C:10]1[CH:11]=[C:12]2[C:17](=[CH:18][C:19]=1[O:20][CH3:21])[N:16]=[CH:15][N:14]=[C:13]2[N:22]1[CH2:26][CH2:25][CH:24]([NH:27][C:45]([NH:44][C:41]2[CH:42]=[CH:43][C:38]([CH:35]([CH3:37])[CH3:36])=[CH:39][CH:40]=2)=[O:46])[CH2:23]1. The catalyst class is: 2. (9) Reactant: C([O:3][C:4](=[O:28])[CH2:5][C:6]1[CH:11]=[C:10]([O:12][CH3:13])[CH:9]=[CH:8][C:7]=1[S:14](=[O:27])(=[O:26])[NH:15][C:16]1[CH:17]=[CH:18][C:19]2[CH2:23][O:22][B:21]([OH:24])[C:20]=2[CH:25]=1)C.[Li+].[OH-].O.Cl. Product: [OH:24][B:21]1[C:20]2[CH:25]=[C:16]([NH:15][S:14]([C:7]3[CH:8]=[CH:9][C:10]([O:12][CH3:13])=[CH:11][C:6]=3[CH2:5][C:4]([OH:28])=[O:3])(=[O:27])=[O:26])[CH:17]=[CH:18][C:19]=2[CH2:23][O:22]1. The catalyst class is: 5.